This data is from Forward reaction prediction with 1.9M reactions from USPTO patents (1976-2016). The task is: Predict the product of the given reaction. Given the reactants [NH2:1][CH:2]1[CH2:7][CH2:6][CH:5]([C:8]([OH:10])=[O:9])[CH2:4][CH2:3]1.S(Cl)(Cl)=O.[CH2:15](O)[CH3:16], predict the reaction product. The product is: [NH2:1][CH:2]1[CH2:7][CH2:6][CH:5]([C:8]([O:10][CH2:15][CH3:16])=[O:9])[CH2:4][CH2:3]1.